This data is from Forward reaction prediction with 1.9M reactions from USPTO patents (1976-2016). The task is: Predict the product of the given reaction. (1) Given the reactants F[C:2]1[CH:7]=[CH:6][C:5]([N+:8]([O-:10])=[O:9])=[CH:4][CH:3]=1.C([O-])([O-])=O.[Cs+].[Cs+].[CH3:17][CH:18]([SH:20])[CH3:19], predict the reaction product. The product is: [CH:18]([S:20][C:2]1[CH:7]=[CH:6][C:5]([N+:8]([O-:10])=[O:9])=[CH:4][CH:3]=1)([CH3:19])[CH3:17]. (2) Given the reactants [N:1]1C=CC=C[CH:2]=1.FC(F)(F)S(O)(=O)=O.[CH3:15][O:16][C:17]([C:19]1[N:23]=[C:22]([C:24]2[CH:29]=[CH:28][C:27](O)=[CH:26][N:25]=2)[N:21]([C:31]2[CH:32]=[N:33][C:34]([O:37][CH3:38])=[CH:35][CH:36]=2)[N:20]=1)=[O:18], predict the reaction product. The product is: [CH3:15][O:16][C:17]([C:19]1[N:23]=[C:22]([C:24]2[CH:29]=[CH:28][C:27]([C:2]#[N:1])=[CH:26][N:25]=2)[N:21]([C:31]2[CH:32]=[N:33][C:34]([O:37][CH3:38])=[CH:35][CH:36]=2)[N:20]=1)=[O:18]. (3) Given the reactants [H-].[Na+].[CH:3]1([N:7]2[CH2:12][CH2:11][CH:10]([OH:13])[CH2:9][CH2:8]2)[CH2:6][CH2:5][CH2:4]1.F[C:15]1[CH:20]=[CH:19][C:18]([N+:21]([O-:23])=[O:22])=[CH:17][CH:16]=1, predict the reaction product. The product is: [CH:3]1([N:7]2[CH2:8][CH2:9][CH:10]([O:13][C:15]3[CH:20]=[CH:19][C:18]([N+:21]([O-:23])=[O:22])=[CH:17][CH:16]=3)[CH2:11][CH2:12]2)[CH2:6][CH2:5][CH2:4]1. (4) Given the reactants [Cl:1][C:2]1[CH:14]=[CH:13][CH:12]=[CH:11][C:3]=1[CH2:4][C:5]1[O:9][C:8]([NH2:10])=[N:7][N:6]=1.[O:15]1[C:19]2[CH:20]=[CH:21][C:22]([C:24]3([C:27](O)=[O:28])[CH2:26][CH2:25]3)=[CH:23][C:18]=2[O:17][CH2:16]1.C(N(CC)CC)C.F[P-](F)(F)(F)(F)F.N1(O[P+](N(C)C)(N(C)C)N(C)C)C2C=CC=CC=2N=N1, predict the reaction product. The product is: [Cl:1][C:2]1[CH:14]=[CH:13][CH:12]=[CH:11][C:3]=1[CH2:4][C:5]1[O:9][C:8]([NH:10][C:27]([C:24]2([C:22]3[CH:21]=[CH:20][C:19]4[O:15][CH2:16][O:17][C:18]=4[CH:23]=3)[CH2:26][CH2:25]2)=[O:28])=[N:7][N:6]=1. (5) The product is: [CH:29]1([CH2:28][N:17]([C:18]2[CH:23]=[CH:22][C:21]([S:24]([CH3:27])(=[O:25])=[O:26])=[CH:20][CH:19]=2)[C:15](=[O:16])[NH:14][C:12]2[S:13][C:9]([S:8][C:5]([CH3:7])([CH3:6])[C:4]([OH:34])=[O:3])=[CH:10][N:11]=2)[CH2:33][CH2:32][CH2:31][CH2:30]1. Given the reactants C([O:3][C:4](=[O:34])[C:5]([S:8][C:9]1[S:13][C:12]([NH:14][C:15]([N:17]([CH2:28][CH:29]2[CH2:33][CH2:32][CH2:31][CH2:30]2)[C:18]2[CH:23]=[CH:22][C:21]([S:24]([CH3:27])(=[O:26])=[O:25])=[CH:20][CH:19]=2)=[O:16])=[N:11][CH:10]=1)([CH3:7])[CH3:6])C.C1(CN(C2C=CC(S(C)(=O)=O)=CC=2)C(=O)NC2SC=C(CC(O)=O)N=2)CCCC1.C1(CNC2C=CC(S(C)(=O)=O)=CC=2)CCCC1.C(OC(=O)C(SC1SC(N)=NC=1)(C)C)C, predict the reaction product. (6) Given the reactants [Cl:1][C:2]1[CH:7]=[C:6]([O:8][C@H:9]2[CH2:13][CH2:12][CH2:11][C@@H:10]2[C:14]2[N:18]([CH3:19])[N:17]=[CH:16][CH:15]=2)[C:5]([F:20])=[CH:4][C:3]=1[S:21]([N:24](CC1C=CC(OC)=CC=1OC)[C:25]1[CH:30]=[CH:29][N:28]=[CH:27][N:26]=1)(=[O:23])=[O:22].C([SiH](CC)CC)C.FC(F)(F)C(O)=O, predict the reaction product. The product is: [Cl:1][C:2]1[CH:7]=[C:6]([O:8][C@H:9]2[CH2:13][CH2:12][CH2:11][C@@H:10]2[C:14]2[N:18]([CH3:19])[N:17]=[CH:16][CH:15]=2)[C:5]([F:20])=[CH:4][C:3]=1[S:21]([NH:24][C:25]1[CH:30]=[CH:29][N:28]=[CH:27][N:26]=1)(=[O:22])=[O:23]. (7) Given the reactants C(OC(=O)[NH:7][CH2:8][C:9]1[CH:14]=[CH:13][C:12]([NH:15][C:16]2[CH:21]=[CH:20][C:19]([F:22])=[CH:18][C:17]=2[C:23]#[N:24])=[CH:11][CH:10]=1)(C)(C)C.[F:26][C:27]([F:32])([F:31])[C:28]([OH:30])=[O:29], predict the reaction product. The product is: [F:26][C:27]([F:32])([F:31])[C:28]([OH:30])=[O:29].[NH2:7][CH2:8][C:9]1[CH:10]=[CH:11][C:12]([NH:15][C:16]2[CH:21]=[CH:20][C:19]([F:22])=[CH:18][C:17]=2[C:23]#[N:24])=[CH:13][CH:14]=1. (8) Given the reactants Cl[C:2]1[N:10]([CH2:11][O:12][CH2:13][CH2:14][Si:15]([CH3:18])([CH3:17])[CH3:16])[C:9]2[C:4](=[N:5][C:6]([C:20]#[C:21][C:22]3[CH:27]=[CH:26][CH:25]=[CH:24][CH:23]=3)=[C:7]([Cl:19])[CH:8]=2)[CH:3]=1.[O:28]1[CH2:32][C@@H:31]([OH:33])[C@H:30]2[O:34][CH2:35][C@@H:36]([OH:37])[C@@H:29]12.C(=O)([O-])[O-].[Cs+].[Cs+], predict the reaction product. The product is: [Cl:19][C:7]1[CH:8]=[C:9]2[N:10]([CH2:11][O:12][CH2:13][CH2:14][Si:15]([CH3:18])([CH3:17])[CH3:16])[C:2]([O:33][C@H:31]3[C@H:30]4[O:34][CH2:35][C@@H:36]([OH:37])[C@H:29]4[O:28][CH2:32]3)=[CH:3][C:4]2=[N:5][C:6]=1[C:20]#[C:21][C:22]1[CH:27]=[CH:26][CH:25]=[CH:24][CH:23]=1. (9) Given the reactants [C@@H:1]1([NH:10][C:11]2[C:12]3[CH:19]=[CH:18][N:17]([C@@H:20]4[CH2:24][C@@H:23]([CH2:25][OH:26])[CH:22]=[CH:21]4)[C:13]=3[N:14]=[CH:15][N:16]=2)[C:9]2[C:4](=[CH:5][CH:6]=[CH:7][CH:8]=2)[CH2:3][CH2:2]1.N1C=CC=CC=1.Cl[S:34]([NH2:37])(=[O:36])=[O:35], predict the reaction product. The product is: [S:34](=[O:36])(=[O:35])([O:26][CH2:25][C@@H:23]1[CH2:24][C@@H:20]([N:17]2[C:13]3[N:14]=[CH:15][N:16]=[C:11]([NH:10][C@@H:1]4[C:9]5[C:4](=[CH:5][CH:6]=[CH:7][CH:8]=5)[CH2:3][CH2:2]4)[C:12]=3[CH:19]=[CH:18]2)[CH:21]=[CH:22]1)[NH2:37].